From a dataset of Peptide-MHC class I binding affinity with 185,985 pairs from IEDB/IMGT. Regression. Given a peptide amino acid sequence and an MHC pseudo amino acid sequence, predict their binding affinity value. This is MHC class I binding data. (1) The peptide sequence is VSEVKTLSSY. The MHC is HLA-A03:01 with pseudo-sequence HLA-A03:01. The binding affinity (normalized) is 0.258. (2) The peptide sequence is IARLVYKAR. The MHC is HLA-B46:01 with pseudo-sequence HLA-B46:01. The binding affinity (normalized) is 0.0847. (3) The peptide sequence is WQFAIHYSF. The MHC is BoLA-HD6 with pseudo-sequence BoLA-HD6. The binding affinity (normalized) is 0.606. (4) The peptide sequence is LEKAANVQW. The MHC is HLA-B44:02 with pseudo-sequence HLA-B44:02. The binding affinity (normalized) is 0.624. (5) The peptide sequence is CTWPEASRY. The MHC is HLA-A02:01 with pseudo-sequence HLA-A02:01. The binding affinity (normalized) is 0.0847. (6) The peptide sequence is ATIGTAMYK. The MHC is HLA-B57:01 with pseudo-sequence HLA-B57:01. The binding affinity (normalized) is 0.141. (7) The peptide sequence is LRGKWQRRYR. The MHC is HLA-A23:01 with pseudo-sequence HLA-A23:01. The binding affinity (normalized) is 0. (8) The peptide sequence is SVPEPAAGI. The MHC is HLA-A24:03 with pseudo-sequence HLA-A24:03. The binding affinity (normalized) is 0.0847.